Predict which catalyst facilitates the given reaction. From a dataset of Catalyst prediction with 721,799 reactions and 888 catalyst types from USPTO. (1) Reactant: Cl.[NH:2]1[CH2:5][CH:4]([C:6]([O:8][CH3:9])=[O:7])[CH2:3]1.C(=O)([O-])O.[Na+].[C:15](O[C:15]([O:17][C:18]([CH3:21])([CH3:20])[CH3:19])=[O:16])([O:17][C:18]([CH3:21])([CH3:20])[CH3:19])=[O:16]. Product: [C:18]([O:17][C:15]([N:2]1[CH2:5][CH:4]([C:6]([O:8][CH3:9])=[O:7])[CH2:3]1)=[O:16])([CH3:21])([CH3:20])[CH3:19]. The catalyst class is: 132. (2) Reactant: [Cr](Cl)([O-])(=O)=O.[NH+]1C=CC=CC=1.[CH2:12]([OH:28])[CH2:13][CH2:14][CH2:15][CH2:16][CH2:17][CH2:18][CH2:19][CH2:20][CH2:21]/[CH:22]=[CH:23]\[CH2:24][CH2:25][CH2:26][CH3:27]. Product: [CH:12](=[O:28])[CH2:13][CH2:14][CH2:15][CH2:16][CH2:17][CH2:18][CH2:19][CH2:20][CH2:21]/[CH:22]=[CH:23]\[CH2:24][CH2:25][CH2:26][CH3:27]. The catalyst class is: 4. (3) Reactant: C([O-])([O-])=O.[Na+].[Na+].Br[C:8]1[CH:9]=[CH:10][C:11]([C:14]#[C:15][C:16]2[CH:17]=[C:18]3[C:22](=[CH:23][CH:24]=2)[N:21]([CH2:25][CH2:26][OH:27])[CH:20]=[CH:19]3)=[N:12][CH:13]=1.[Cl:28][C:29]1[CH:34]=[CH:33][C:32](OB(O)O)=[CH:31][CH:30]=1. The catalyst class is: 169. Product: [Cl:28][C:29]1[CH:34]=[CH:33][C:32]([C:8]2[CH:9]=[CH:10][C:11]([C:14]#[C:15][C:16]3[CH:17]=[C:18]4[C:22](=[CH:23][CH:24]=3)[N:21]([CH2:25][CH2:26][OH:27])[CH:20]=[CH:19]4)=[N:12][CH:13]=2)=[CH:31][CH:30]=1. (4) Reactant: [C:1](Cl)(=[O:4])[CH:2]=[CH2:3].[CH:6]1([OH:11])[CH2:10][CH2:9][CH2:8][CH2:7]1.C(N(CC)CC)C. Product: [C:1]([O:11][CH:6]1[CH2:10][CH2:9][CH2:8][CH2:7]1)(=[O:4])[CH:2]=[CH2:3]. The catalyst class is: 1. (5) The catalyst class is: 356. Reactant: C(N(C(C)C)CC)(C)C.[C:10]([O:14][CH2:15][CH3:16])(=[O:13])[C:11]#[CH:12].[CH:17]1([NH:22][C:23]2[N:31]=[C:30]([N:32]=[N+:33]=[N-:34])[N:29]=[C:28]3[C:24]=2[N:25]=[CH:26][N:27]3[C@H:35]2[C@H:39]([OH:40])[C@H:38]([OH:41])[C@@H:37]([CH2:42][OH:43])[O:36]2)[CH2:21][CH2:20][CH2:19][CH2:18]1. Product: [OH:40][C@@H:39]1[C@H:38]([OH:41])[C@@H:37]([CH2:42][OH:43])[O:36][CH:35]1[N:27]1[CH:26]=[N:25][C:24]2[C:28]1=[N:29][C:30]([N:32]1[CH:12]=[C:11]([C:10]([O:14][CH2:15][CH3:16])=[O:13])[N:34]=[N:33]1)=[N:31][C:23]=2[NH:22][CH:17]1[CH2:21][CH2:20][CH2:19][CH2:18]1. (6) Reactant: [CH3:1][CH:2]([OH:4])[CH3:3].[H-].[Na+].[C:7]([C:9]1[C:10](F)=[CH:11][C:12]([NH:15][C:16]([N:18]2[C:27]3[C:22](=[CH:23][CH:24]=[C:25]([CH:28]([O:31][CH3:32])[O:29][CH3:30])[N:26]=3)[CH2:21][CH2:20][CH2:19]2)=[O:17])=[N:13][CH:14]=1)#[N:8]. Product: [C:7]([C:9]1[C:10]([O:4][CH:2]([CH3:3])[CH3:1])=[CH:11][C:12]([NH:15][C:16]([N:18]2[C:27]3[C:22](=[CH:23][CH:24]=[C:25]([CH:28]([O:31][CH3:32])[O:29][CH3:30])[N:26]=3)[CH2:21][CH2:20][CH2:19]2)=[O:17])=[N:13][CH:14]=1)#[N:8]. The catalyst class is: 474. (7) Reactant: [NH:1]([C:23]([O:25][CH2:26][CH:27]1[C:39]2[C:34](=[CH:35][CH:36]=[CH:37][CH:38]=2)[C:33]2[C:28]1=[CH:29][CH:30]=[CH:31][CH:32]=2)=[O:24])[C@H:2]([C:20](O)=[O:21])[CH2:3][C:4]1[C:12]2[C:7](=[CH:8][CH:9]=[CH:10][CH:11]=2)[N:6]([C:13]([O:15][C:16]([CH3:19])([CH3:18])[CH3:17])=[O:14])[CH:5]=1.[CH2:40]([NH2:47])[C:41]1[CH:46]=[CH:45][CH:44]=[CH:43][CH:42]=1.CN(C(ON1N=NC2C=CC=CC1=2)=[N+](C)C)C.[B-](F)(F)(F)F.C(N(CC)C(C)C)(C)C. Product: [NH:1]([C:23]([O:25][CH2:26][CH:27]1[C:28]2[C:33](=[CH:32][CH:31]=[CH:30][CH:29]=2)[C:34]2[C:39]1=[CH:38][CH:37]=[CH:36][CH:35]=2)=[O:24])[C@H:2]([C:20]([NH:47][CH2:40][C:41]1[CH:46]=[CH:45][CH:44]=[CH:43][CH:42]=1)=[O:21])[CH2:3][C:4]1[C:12]2[C:7](=[CH:8][CH:9]=[CH:10][CH:11]=2)[N:6]([C:13]([O:15][C:16]([CH3:19])([CH3:17])[CH3:18])=[O:14])[CH:5]=1. The catalyst class is: 3. (8) Reactant: [CH2:1]([NH:8][CH:9]([CH2:12][CH2:13][OH:14])[CH2:10][OH:11])[C:2]1[CH:7]=[CH:6][CH:5]=[CH:4][CH:3]=1.C(N(CC)CC)C.[Cl:22][CH:23]([CH3:27])[C:24](Cl)=[O:25]. Product: [CH2:1]([N:8]([C@@H:9]([CH2:12][CH2:13][OH:14])[CH2:10][OH:11])[C:24](=[O:25])[CH:23]([Cl:22])[CH3:27])[C:2]1[CH:7]=[CH:6][CH:5]=[CH:4][CH:3]=1. The catalyst class is: 32. (9) Reactant: [C:1]([O:9][CH2:10][CH3:11])(=[O:8])[CH2:2][C:3]([O:5][CH2:6][CH3:7])=[O:4].[H-].[Na+].Cl[C:15]1[S:16][C:17]2[CH:23]=[CH:22][CH:21]=[CH:20][C:18]=2[N:19]=1. Product: [S:16]1[C:17]2[CH:23]=[CH:22][CH:21]=[CH:20][C:18]=2[N:19]=[C:15]1[CH:2]([C:3]([O:5][CH2:6][CH3:7])=[O:4])[C:1]([O:9][CH2:10][CH3:11])=[O:8]. The catalyst class is: 7. (10) Reactant: [CH3:1][CH:2]([CH3:5])[CH2:3][OH:4].[H-].[Na+].F[C:9]1[CH:16]=[CH:15][C:14]([I:17])=[CH:13][C:10]=1[C:11]#[N:12].O. Product: [I:17][C:14]1[CH:15]=[CH:16][C:9]([O:4][CH2:3][CH:2]([CH3:5])[CH3:1])=[C:10]([CH:13]=1)[C:11]#[N:12]. The catalyst class is: 9.